From a dataset of Forward reaction prediction with 1.9M reactions from USPTO patents (1976-2016). Predict the product of the given reaction. (1) Given the reactants [NH2:1][C:2]1[CH:3]=[C:4]2[C:9](=[C:10]([CH3:12])[CH:11]=1)[CH:8]=[N:7][C:6]([NH:13][C:14]([NH:16][CH2:17][CH3:18])=[O:15])=[CH:5]2.[CH:19]([C:21]1[CH:22]=[C:23]([CH:28]=[CH:29][CH:30]=1)[C:24]([O:26][CH3:27])=[O:25])=O, predict the reaction product. The product is: [CH3:27][O:26][C:24](=[O:25])[C:23]1[CH:28]=[CH:29][CH:30]=[C:21]([CH2:19][NH:1][C:2]2[CH:3]=[C:4]3[C:9](=[C:10]([CH3:12])[CH:11]=2)[CH:8]=[N:7][C:6]([NH:13][C:14]([NH:16][CH2:17][CH3:18])=[O:15])=[CH:5]3)[CH:22]=1. (2) Given the reactants CN(C1C(C2C(P(C3CCCCC3)C3CCCCC3)=CC=CC=2)=CC=CC=1)C.CC(C)([O-])C.[Na+].Br[C:36]1[CH:41]=[CH:40][CH:39]=[C:38]([O:42][CH3:43])[N:37]=1.[NH2:44][C@H:45]1[C:54]2[C:49](=[CH:50][CH:51]=[CH:52][CH:53]=2)[N:48]([C:55](=[O:57])[CH3:56])[C@@H:47]([CH:58]2[CH2:60][CH2:59]2)[C@@H:46]1[CH3:61], predict the reaction product. The product is: [CH:58]1([C@H:47]2[C@H:46]([CH3:61])[C@@H:45]([NH:44][C:36]3[CH:41]=[CH:40][CH:39]=[C:38]([O:42][CH3:43])[N:37]=3)[C:54]3[C:49](=[CH:50][CH:51]=[CH:52][CH:53]=3)[N:48]2[C:55](=[O:57])[CH3:56])[CH2:59][CH2:60]1. (3) Given the reactants [C:1]([C:5]1[CH:9]=[C:8]([NH:10][C:11]([NH:13][C:14]2[CH:19]=[C:18]([C:20]3[C:32](=[O:33])[N:31]([CH3:34])[C:23]4[N:24]=[C:25](S(C)=O)[N:26]=[CH:27][C:22]=4[CH:21]=3)[CH:17]=[CH:16][C:15]=2[F:35])=[O:12])[O:7][N:6]=1)([CH3:4])([CH3:3])[CH3:2].[CH3:36][N:37]([CH2:39][CH2:40][NH2:41])[CH3:38].C(O)(C(F)(F)F)=O, predict the reaction product. The product is: [C:1]([C:5]1[CH:9]=[C:8]([NH:10][C:11]([NH:13][C:14]2[CH:19]=[C:18]([C:20]3[C:32](=[O:33])[N:31]([CH3:34])[C:23]4[N:24]=[C:25]([NH:41][CH2:40][CH2:39][N:37]([CH3:38])[CH3:36])[N:26]=[CH:27][C:22]=4[CH:21]=3)[CH:17]=[CH:16][C:15]=2[F:35])=[O:12])[O:7][N:6]=1)([CH3:4])([CH3:3])[CH3:2]. (4) The product is: [N:21]1([CH2:27][C:28]([NH:20][C:17]2([C:14]3[CH:13]=[CH:12][C:11]([O:10][CH2:9][CH2:8][CH2:7][N:1]4[CH2:2][CH2:3][CH2:4][CH2:5][CH2:6]4)=[CH:16][CH:15]=3)[CH2:18][CH2:19]2)=[O:29])[CH2:26][CH2:25][O:24][CH2:23][CH2:22]1. Given the reactants [N:1]1([CH2:7][CH2:8][CH2:9][O:10][C:11]2[CH:16]=[CH:15][C:14]([C:17]3([NH2:20])[CH2:19][CH2:18]3)=[CH:13][CH:12]=2)[CH2:6][CH2:5][CH2:4][CH2:3][CH2:2]1.[N:21]1([CH2:27][C:28](O)=[O:29])[CH2:26][CH2:25][O:24][CH2:23][CH2:22]1.C(N(C(C)C)CC)(C)C.C(Cl)CCl.C1C=CC2N(O)N=NC=2C=1, predict the reaction product. (5) The product is: [CH2:15]([O:14][C:5]1[C:6]([CH2:8][CH2:13][CH3:12])=[N:7][C:2]([CH3:1])=[CH:3][CH:4]=1)[C:20]1[CH:19]=[CH:39][CH:35]=[CH:36][CH:37]=1. Given the reactants [CH3:1][C:2]1[N:7]=[C:6]([C:8]2[CH:13]=[CH:12]C=CC=2)[C:5]([O:14][C:15]2[CH:20]=[CH:19]N=C(NC3C=C(OC)C(OC)=C(OC)C=3)C=2)=[CH:4][CH:3]=1.[Br-].[CH2:35]([Zn+])[CH2:36][CH3:37].[CH3:39]O, predict the reaction product. (6) Given the reactants Cl[C:2]1[N:7]=[CH:6][C:5]([CH2:8][C:9]([O:11][CH3:12])=[O:10])=[CH:4][CH:3]=1.Cl.[F:14][C:15]1([F:19])[CH2:18][NH:17][CH2:16]1.CC1(C)C2C(=C(P(C3C=CC=CC=3)C3C=CC=CC=3)C=CC=2)OC2C(P(C3C=CC=CC=3)C3C=CC=CC=3)=CC=CC1=2.C([O-])([O-])=O.[Cs+].[Cs+], predict the reaction product. The product is: [F:14][C:15]1([F:19])[CH2:18][N:17]([C:2]2[N:7]=[CH:6][C:5]([CH2:8][C:9]([O:11][CH3:12])=[O:10])=[CH:4][CH:3]=2)[CH2:16]1. (7) Given the reactants C(OC([N:11]1[CH2:43][CH2:42][CH2:41][C@H:12]1[C:13]([NH:15][C@H:16]([C:28]([NH:30][CH2:31][CH2:32][NH:33][C:34]([O:36][C:37]([CH3:40])([CH3:39])[CH3:38])=[O:35])=[O:29])[CH2:17][CH2:18][CH2:19][NH:20][C:21]([O:23][C:24]([CH3:27])([CH3:26])[CH3:25])=[O:22])=[O:14])=O)C1C=CC=CC=1, predict the reaction product. The product is: [NH:11]1[CH2:43][CH2:42][CH2:41][C@H:12]1[C:13]([NH:15][C@H:16]([C:28]([NH:30][CH2:31][CH2:32][NH:33][C:34]([O:36][C:37]([CH3:40])([CH3:39])[CH3:38])=[O:35])=[O:29])[CH2:17][CH2:18][CH2:19][NH:20][C:21]([O:23][C:24]([CH3:26])([CH3:27])[CH3:25])=[O:22])=[O:14].